Dataset: Reaction yield outcomes from USPTO patents with 853,638 reactions. Task: Predict the reaction yield, written as a fraction of the theoretical maximum amount of product (1.0 means a 100% yield; for example, 0.34 means a 34% yield). (1) The reactants are [CH3:1][O:2][C:3]1[CH:4]=[C:5]2[C:10](=[CH:11][C:12]=1[O:13][CH3:14])[N:9]=[CH:8][CH:7]=[C:6]2[O:15][C:16]1[C:22]([CH3:23])=[CH:21][C:19](N)=[C:18]([CH3:24])[CH:17]=1.C([N:27](CC)CC)C.[C:32](Cl)(Cl)=[S:33].[N:36]1([CH2:42][CH2:43][NH2:44])[CH2:41][CH2:40][CH2:39][CH2:38][CH2:37]1. The catalyst is CN(C)C=O.C(OCC)(=O)C. The product is [CH3:1][O:2][C:3]1[CH:4]=[C:5]2[C:10](=[CH:11][C:12]=1[O:13][CH3:14])[N:9]=[CH:8][CH:7]=[C:6]2[O:15][C:16]1[C:22]([CH3:23])=[C:21]([CH:39]2[CH2:40][CH2:41][N:36]([CH2:42][CH2:43][NH:44][C:32](=[S:33])[NH2:27])[CH2:37][CH2:38]2)[CH:19]=[C:18]([CH3:24])[CH:17]=1. The yield is 0.400. (2) The reactants are [CH3:1][C:2]1[CH:11]=[CH:10][C:5]([C:6]([O:8][CH3:9])=[O:7])=[CH:4][C:3]=1[N+:12]([O-:14])=[O:13].CO[CH:17](OC)[N:18]([CH3:20])[CH3:19]. The catalyst is CN(C=O)C. The product is [CH3:9][O:8][C:6](=[O:7])[C:5]1[CH:10]=[CH:11][C:2]([CH:1]=[CH:17][N:18]([CH3:20])[CH3:19])=[C:3]([N+:12]([O-:14])=[O:13])[CH:4]=1. The yield is 0.800. (3) The reactants are [CH3:1][O:2][C:3]1[CH:8]=[CH:7][N:6]=[C:5]2[CH2:9][CH2:10][CH2:11][C:4]=12.S(=O)(=O)(O)O.[N+:17]([O-])([O-:19])=[O:18].[K+].[OH-].[Na+]. No catalyst specified. The product is [CH3:1][O:2][C:3]1[C:8]([N+:17]([O-:19])=[O:18])=[CH:7][N:6]=[C:5]2[CH2:9][CH2:10][CH2:11][C:4]=12. The yield is 0.410.